Dataset: Full USPTO retrosynthesis dataset with 1.9M reactions from patents (1976-2016). Task: Predict the reactants needed to synthesize the given product. (1) Given the product [CH2:2]([N:9]([CH2:17][CH:18]1[CH2:19][CH2:20][N:21]([C:57](=[O:58])[C:56]([CH3:61])([CH3:60])[C:55]([F:63])([F:62])[F:54])[CH2:22][CH2:23]1)[C:10]1[CH:15]=[CH:14][C:13]([Br:16])=[CH:12][CH:11]=1)[C:3]1[CH:4]=[CH:5][CH:6]=[CH:7][CH:8]=1, predict the reactants needed to synthesize it. The reactants are: Cl.[CH2:2]([N:9]([CH2:17][CH:18]1[CH2:23][CH2:22][NH:21][CH2:20][CH2:19]1)[C:10]1[CH:15]=[CH:14][C:13]([Br:16])=[CH:12][CH:11]=1)[C:3]1[CH:8]=[CH:7][CH:6]=[CH:5][CH:4]=1.CCN=C=NCCCN(C)C.C1C=CC2N(O)N=NC=2C=1.CCN(C(C)C)C(C)C.[F:54][C:55]([F:63])([F:62])[C:56]([CH3:61])([CH3:60])[C:57](O)=[O:58]. (2) Given the product [NH2:14][C:11]1[N:12]=[CH:13][C:8]([C:5]2[CH:6]=[CH:7][C:2]([C:22]3[C:21]([S:18]([N:17]([CH3:30])[CH3:16])(=[O:19])=[O:20])=[CH:26][CH:25]=[CH:24][CH:23]=3)=[CH:3][C:4]=2[CH3:15])=[N:9][CH:10]=1, predict the reactants needed to synthesize it. The reactants are: Br[C:2]1[CH:7]=[CH:6][C:5]([C:8]2[N:9]=[CH:10][C:11]([NH2:14])=[N:12][CH:13]=2)=[C:4]([CH3:15])[CH:3]=1.[CH3:16][N:17]([CH3:30])[S:18]([C:21]1[CH:26]=[CH:25][CH:24]=[CH:23][C:22]=1B(O)O)(=[O:20])=[O:19]. (3) Given the product [CH:34]1[N:35]=[C:36]([NH2:37])[C:31]2[N:30]=[CH:29][N:28]([C@@H:26]3[O:27][C@H:23]([CH2:22][O:21][P:18]([O:17][P:14]([O:13][CH2:12][C@H:10]4[O:11][C@@H:7]([N:5]5[CH:4]=[C:3]([C:42]([NH2:44])=[O:43])[CH2:2][CH:1]=[CH:6]5)[C@H:8]([OH:41])[C@@H:9]4[OH:40])([OH:16])=[O:15])([OH:20])=[O:19])[C@@H:24]([OH:39])[C@H:25]3[OH:38])[C:32]=2[N:33]=1, predict the reactants needed to synthesize it. The reactants are: [CH:1]1[CH:6]=[N+:5]([C@@H:7]2[O:11][C@H:10]([CH2:12][O:13][P:14]([O:17][P:18]([O:21][CH2:22][C@H:23]3[O:27][C@@H:26]([N:28]4[C:32]5[N:33]=[CH:34][N:35]=[C:36]([NH2:37])[C:31]=5[N:30]=[CH:29]4)[C@H:25]([OH:38])[C@@H:24]3[OH:39])([OH:20])=[O:19])([OH:16])=[O:15])[C@@H:9]([OH:40])[C@H:8]2[OH:41])[CH:4]=[C:3]([C:42]([NH2:44])=[O:43])[CH:2]=1.C([O-])=O.[NH4+]. (4) The reactants are: [C:1]([C:5]1[NH:6][C:7]([C:10]2[CH:15]=[CH:14][C:13]([CH3:16])=[CH:12][CH:11]=2)=[CH:8][N:9]=1)([CH3:4])([CH3:3])[CH3:2].[N:17](OCCC(C)C)=[O:18].CCOC(C)=O. Given the product [C:1]([C:5]1[NH:6][C:7]([C:10]2[CH:11]=[CH:12][C:13]([CH3:16])=[CH:14][CH:15]=2)=[C:8]([N:17]=[O:18])[N:9]=1)([CH3:4])([CH3:3])[CH3:2], predict the reactants needed to synthesize it. (5) Given the product [O:1]([C:13]1[CH:18]=[C:17]([O:19][CH2:36][CH2:37][CH2:38][C:39]([O:41][CH2:42][CH3:43])=[O:40])[CH:16]=[CH:15][C:14]=1[CH2:20][C:21]1[CH:26]=[CH:25][C:24]([CH2:27][CH3:28])=[CH:23][CH:22]=1)[C@@H:2]1[O:10][C@H:9]([CH2:11][OH:12])[C@@H:7]([OH:8])[C@H:5]([OH:6])[C@H:3]1[OH:4], predict the reactants needed to synthesize it. The reactants are: [O:1]([C:13]1[CH:18]=[C:17]([OH:19])[CH:16]=[CH:15][C:14]=1[CH2:20][C:21]1[CH:26]=[CH:25][C:24]([CH2:27][CH3:28])=[CH:23][CH:22]=1)[C@@H:2]1[O:10][C@H:9]([CH2:11][OH:12])[C@@H:7]([OH:8])[C@H:5]([OH:6])[C@H:3]1[OH:4].C(=O)([O-])[O-].[Cs+].[Cs+].Br[CH2:36][CH2:37][CH2:38][C:39]([O:41][CH2:42][CH3:43])=[O:40].O. (6) Given the product [F:1][C:2]1[C:3]([N+:17]([O-:19])=[O:18])=[C:4]([CH:7]=[C:8]([O:15][CH3:16])[C:9]=1[O:10][CH2:11][CH2:12][O:13][CH3:14])[CH:5]=[O:6], predict the reactants needed to synthesize it. The reactants are: [F:1][C:2]1[CH:3]=[C:4]([CH:7]=[C:8]([O:15][CH3:16])[C:9]=1[O:10][CH2:11][CH2:12][O:13][CH3:14])[CH:5]=[O:6].[N+:17]([O-])([OH:19])=[O:18].